This data is from Full USPTO retrosynthesis dataset with 1.9M reactions from patents (1976-2016). The task is: Predict the reactants needed to synthesize the given product. Given the product [Br:21][C:18]1[CH:19]=[CH:20][C:15]([C:14]2[C:10]3[CH:9]=[CH:8][C:7]([O:6][CH2:5][CH2:4][CH2:3][CH2:2][N:25]([CH3:26])[CH3:24])=[CH:23][C:11]=3[S:12][C:13]=2[CH3:22])=[CH:16][CH:17]=1, predict the reactants needed to synthesize it. The reactants are: Br[CH2:2][CH2:3][CH2:4][CH2:5][O:6][C:7]1[CH:8]=[CH:9][C:10]2[C:14]([C:15]3[CH:20]=[CH:19][C:18]([Br:21])=[CH:17][CH:16]=3)=[C:13]([CH3:22])[S:12][C:11]=2[CH:23]=1.[CH3:24][NH:25][CH3:26].